This data is from Full USPTO retrosynthesis dataset with 1.9M reactions from patents (1976-2016). The task is: Predict the reactants needed to synthesize the given product. (1) The reactants are: [OH:1][CH:2]1[CH2:7][N:6]([C:8]([O:10][C:11]([CH3:14])([CH3:13])[CH3:12])=[O:9])[CH2:5][CH:4]([C:15]([O:17][CH3:18])=[O:16])[CH2:3]1.N1C=CN=C1.[CH3:24][C:25]([Si:28](Cl)([CH3:30])[CH3:29])([CH3:27])[CH3:26]. Given the product [Si:28]([O:1][CH:2]1[CH2:7][N:6]([C:8]([O:10][C:11]([CH3:12])([CH3:13])[CH3:14])=[O:9])[CH2:5][CH:4]([C:15]([O:17][CH3:18])=[O:16])[CH2:3]1)([C:25]([CH3:27])([CH3:26])[CH3:24])([CH3:30])[CH3:29], predict the reactants needed to synthesize it. (2) Given the product [F:1][C:2]1[CH:22]=[CH:21][CH:20]=[C:19]([F:23])[C:3]=1[CH2:4][O:5][C:6]1[C:7]2[N:8]([C:12]([C:16]([NH:25][C@H:26]([C:31]([O:33][CH3:34])=[O:32])[CH2:27][CH2:28][CH2:29][CH3:30])=[O:17])=[C:13]([CH3:15])[N:14]=2)[CH:9]=[CH:10][CH:11]=1, predict the reactants needed to synthesize it. The reactants are: [F:1][C:2]1[CH:22]=[CH:21][CH:20]=[C:19]([F:23])[C:3]=1[CH2:4][O:5][C:6]1[C:7]2[N:8]([C:12]([C:16](O)=[O:17])=[C:13]([CH3:15])[N:14]=2)[CH:9]=[CH:10][CH:11]=1.Cl.[NH2:25][C@H:26]([C:31]([O:33][CH3:34])=[O:32])[CH2:27][CH2:28][CH2:29][CH3:30].F[B-](F)(F)F.CN([CH+]N(C)C)C.CN1CCOCC1. (3) Given the product [F:1][C:2]1[CH:3]=[C:4]([C:9]2([OH:14])[CH2:13][CH2:12][N:11]([CH2:16][CH2:15][O:19][CH3:18])[CH2:10]2)[CH:5]=[C:6]([F:8])[CH:7]=1, predict the reactants needed to synthesize it. The reactants are: [F:1][C:2]1[CH:3]=[C:4]([C:9]2([OH:14])[CH2:13][CH2:12][NH:11][CH2:10]2)[CH:5]=[C:6]([F:8])[CH:7]=1.[C:15](#N)[CH3:16].[C:18](=O)([O-])[O-:19].[K+].[K+].C(O)(=O)C(O)=O. (4) The reactants are: C(OC([N:8]1[CH2:13][CH2:12][CH:11]([N:14]([CH2:19][C:20]2[CH:25]=[C:24]([C:26]([F:29])([F:28])[F:27])[CH:23]=[C:22]([C:30]([F:33])([F:32])[F:31])[CH:21]=2)[C:15]([O:17][CH3:18])=[O:16])[CH2:10][CH:9]1[CH2:34][CH3:35])=O)(C)(C)C.Cl. Given the product [CH3:18][O:17][C:15](=[O:16])[N:14]([CH2:19][C:20]1[CH:25]=[C:24]([C:26]([F:27])([F:28])[F:29])[CH:23]=[C:22]([C:30]([F:31])([F:33])[F:32])[CH:21]=1)[CH:11]1[CH2:12][CH2:13][NH:8][CH:9]([CH2:34][CH3:35])[CH2:10]1, predict the reactants needed to synthesize it. (5) Given the product [O:1]=[C:2]([N:8]1[CH2:12][CH2:11][CH2:10][CH2:9]1)[CH2:3][CH2:4][C:5]([NH:22][CH2:21][CH2:20][CH2:19][C:16]1[CH:17]=[CH:18][N:13]=[CH:14][CH:15]=1)=[O:7], predict the reactants needed to synthesize it. The reactants are: [O:1]=[C:2]([N:8]1[CH2:12][CH2:11][CH2:10][CH2:9]1)[CH2:3][CH2:4][C:5]([OH:7])=O.[N:13]1[CH:18]=[CH:17][C:16]([CH2:19][CH2:20][CH2:21][NH2:22])=[CH:15][CH:14]=1. (6) Given the product [Cl:27][C:28]1[C:35]([CH2:36][CH3:37])=[C:34]([NH:1][C@@H:2]2[CH2:6][CH2:5][C@@H:4]([OH:7])[C@:3]2([OH:25])[CH3:26])[CH:33]=[CH:32][C:29]=1[C:30]#[N:31], predict the reactants needed to synthesize it. The reactants are: [NH2:1][C@@H:2]1[CH2:6][CH2:5][C@@H:4]([O:7][Si](C(C)(C)C)(C2C=CC=CC=2)C2C=CC=CC=2)[C@@:3]1([CH3:26])[OH:25].[Cl:27][C:28]1[C:35]([CH2:36][CH3:37])=[C:34](F)[CH:33]=[CH:32][C:29]=1[C:30]#[N:31].